This data is from Forward reaction prediction with 1.9M reactions from USPTO patents (1976-2016). The task is: Predict the product of the given reaction. (1) Given the reactants Br[C:2]1[CH:11]=[C:10]([C:12]([N:14]2[CH2:19][CH2:18][CH:17]([N:20]3[CH2:32][CH2:31][CH2:30][C:22]4([C:26](=[O:27])[O:25][C:24]([CH3:29])([CH3:28])[CH2:23]4)[CH2:21]3)[CH2:16][CH2:15]2)=[O:13])[C:9]2[C:4](=[CH:5][CH:6]=[CH:7][CH:8]=2)[N:3]=1.Cl.[CH3:34][O:35][CH:36]1[CH2:41][CH2:40][NH:39][CH2:38][CH2:37]1.C(OC(C)C)(C)C, predict the reaction product. The product is: [CH3:34][O:35][CH:36]1[CH2:41][CH2:40][N:39]([C:2]2[CH:11]=[C:10]([C:12]([N:14]3[CH2:15][CH2:16][CH:17]([N:20]4[CH2:32][CH2:31][CH2:30][C:22]5([C:26](=[O:27])[O:25][C:24]([CH3:28])([CH3:29])[CH2:23]5)[CH2:21]4)[CH2:18][CH2:19]3)=[O:13])[C:9]3[C:4](=[CH:5][CH:6]=[CH:7][CH:8]=3)[N:3]=2)[CH2:38][CH2:37]1. (2) Given the reactants [CH3:1][O:2][C:3]1[CH:23]=[CH:22][C:6]([CH2:7][N:8]([C:16]2[S:17][C:18](Br)=[CH:19][N:20]=2)[C:9](=[O:15])[O:10][C:11]([CH3:14])([CH3:13])[CH3:12])=[CH:5][CH:4]=1.[F:24][C:25]1[C:30]([C:31]([F:34])([F:33])[F:32])=[CH:29][CH:28]=[CH:27][C:26]=1B1OC(C)(C)C(C)(C)O1, predict the reaction product. The product is: [CH3:1][O:2][C:3]1[CH:23]=[CH:22][C:6]([CH2:7][N:8]([C:16]2[S:17][C:18]([C:26]3[CH:27]=[CH:28][CH:29]=[C:30]([C:31]([F:34])([F:33])[F:32])[C:25]=3[F:24])=[CH:19][N:20]=2)[C:9](=[O:15])[O:10][C:11]([CH3:14])([CH3:13])[CH3:12])=[CH:5][CH:4]=1. (3) Given the reactants [OH:1][CH2:2][C:3]([CH2:8][OH:9])([CH2:6][OH:7])[CH2:4][CH3:5].[C:10]1([CH3:20])[CH:15]=[CH:14][C:13]([S:16](Cl)(=[O:18])=[O:17])=[CH:12][CH:11]=1.II.[O-][Mn](=O)(=O)=O.[K+].Cl, predict the reaction product. The product is: [CH3:20][C:10]1[CH:15]=[CH:14][C:13]([S:16]([O:1][CH2:2][C:3]([CH2:4][CH3:5])([CH2:8][O:9][S:16]([C:13]2[CH:14]=[CH:15][C:10]([CH3:20])=[CH:11][CH:12]=2)(=[O:18])=[O:17])[CH2:6][O:7][S:16]([C:13]2[CH:14]=[CH:15][C:10]([CH3:20])=[CH:11][CH:12]=2)(=[O:18])=[O:17])(=[O:18])=[O:17])=[CH:12][CH:11]=1. (4) Given the reactants Cl[C:2]1[CH:7]=[C:6]([C:8]#[C:9][C:10]2[N:14]3[N:15]=[C:16]([C:19]4[CH:24]=[CH:23][C:22]([C:25]([N:27]5[CH2:32][CH2:31][O:30][CH2:29][CH2:28]5)=[O:26])=[CH:21][CH:20]=4)[CH:17]=[CH:18][C:13]3=[N:12][CH:11]=2)[CH:5]=[CH:4][N:3]=1.[NH2:33][C:34]1[CH:39]=[CH:38][C:37]([CH3:40])=[CH:36][CH:35]=1, predict the reaction product. The product is: [O:30]1[CH2:31][CH2:32][N:27]([C:25]([C:22]2[CH:23]=[CH:24][C:19]([C:16]3[CH:17]=[CH:18][C:13]4[N:14]([C:10]([C:9]#[C:8][C:6]5[CH:5]=[CH:4][N:3]=[C:2]([NH:33][C:34]6[CH:39]=[CH:38][C:37]([CH3:40])=[CH:36][CH:35]=6)[CH:7]=5)=[CH:11][N:12]=4)[N:15]=3)=[CH:20][CH:21]=2)=[O:26])[CH2:28][CH2:29]1. (5) The product is: [OH:2][C:1]1[CH:3]=[C:4]2[C:6]([C:16](=[O:17])[CH2:15][CH:14]([C:13]3[CH:19]=[CH:20][C:21]([OH:22])=[C:11]([O:10][CH3:9])[CH:12]=3)[O:5]2)=[CH:7][CH:8]=1. Given the reactants [C:1]1([CH:8]=[CH:7][CH:6]=[C:4]([OH:5])[CH:3]=1)[OH:2].[CH3:9][O:10][C:11]1[CH:12]=[C:13]([CH:19]=[CH:20][C:21]=1[OH:22])[CH:14]=[CH:15][C:16](O)=[O:17].OS(O)(=O)=O, predict the reaction product. (6) Given the reactants [Cl:1][C:2]1[CH:3]=[C:4]([CH:6]=[CH:7][CH:8]=1)[NH2:5].N1C=CC=CC=1.[C:15]1([CH2:21][CH2:22][C:23](Cl)=[O:24])[CH:20]=[CH:19][CH:18]=[CH:17][CH:16]=1, predict the reaction product. The product is: [Cl:1][C:2]1[CH:3]=[C:4]([NH:5][C:23](=[O:24])[CH2:22][CH2:21][C:15]2[CH:20]=[CH:19][CH:18]=[CH:17][CH:16]=2)[CH:6]=[CH:7][CH:8]=1. (7) Given the reactants [CH3:1][O:2][C:3]1[C:27]([O:28][CH2:29][CH2:30][CH2:31][CH2:32][CH2:33][O:34][C:35]2[C:36]([O:60][CH2:61][C:62]#[CH:63])=[CH:37][C:38]3[C:44](=[O:45])[N:43]4[CH:46]=[C:47]([CH3:49])[CH2:48][C@H:42]4[C:41](=O)[N:40](COCC[Si](C)(C)C)[C:39]=3[CH:59]=2)=[CH:26][C:6]2[N:7](COCC[Si](C)(C)C)[C:8](=O)[C@@H:9]3[CH2:15][C:14]([CH3:16])=[CH:13][N:10]3[C:11](=[O:12])[C:5]=2[CH:4]=1.C([BH-](CC)CC)C.[Li+], predict the reaction product. The product is: [CH3:1][O:2][C:3]1[C:27]([O:28][CH2:29][CH2:30][CH2:31][CH2:32][CH2:33][O:34][C:35]2[C:36]([O:60][CH2:61][C:62]#[CH:63])=[CH:37][C:38]3[C:44](=[O:45])[N:43]4[CH:46]=[C:47]([CH3:49])[CH2:48][C@H:42]4[CH:41]=[N:40][C:39]=3[CH:59]=2)=[CH:26][C:6]2[N:7]=[CH:8][C@@H:9]3[CH2:15][C:14]([CH3:16])=[CH:13][N:10]3[C:11](=[O:12])[C:5]=2[CH:4]=1.